This data is from Forward reaction prediction with 1.9M reactions from USPTO patents (1976-2016). The task is: Predict the product of the given reaction. (1) Given the reactants [N-:1]=[N+:2]=[N-:3].[Na+].Cl([O-])(=O)=O.[Na+].[CH3:10][O:11][C:12]1[CH:13]=[C:14]([C:20](=[O:28])[CH:21]=[CH:22][C:23]([O:25][CH2:26][CH3:27])=[O:24])[CH:15]=[CH:16][C:17]=1[O:18][CH3:19].N([O-])=O.[Na+].S(=O)(=O)(O)O, predict the reaction product. The product is: [CH3:10][O:11][C:12]1[CH:13]=[C:14]([CH:15]=[CH:16][C:17]=1[O:18][CH3:19])[C:20]([C:21]1[N:1]=[N:2][NH:3][C:22]=1[C:23]([O:25][CH2:26][CH3:27])=[O:24])=[O:28]. (2) Given the reactants [C:1]([C:3]1[CH:4]=[CH:5][C:6]2[O:10][C:9]([C:11]([NH:13][C:14]3[CH:19]=[CH:18][C:17]([Cl:20])=[CH:16][N:15]=3)=[O:12])=[C:8]([NH:21][C:22]([C@H:24]3[CH2:29][CH2:28][C@H:27]([N:30]4[CH2:34][CH2:33][CH2:32][C:31]4=[O:35])[CH2:26][CH2:25]3)=[O:23])[C:7]=2[CH:36]=1)#[N:2].[Cl-].[OH:38][NH3+].C[O-].[Na+], predict the reaction product. The product is: [NH2:2][C:1]([C:3]1[CH:4]=[CH:5][C:6]2[O:10][C:9]([C:11]([NH:13][C:14]3[CH:19]=[CH:18][C:17]([Cl:20])=[CH:16][N:15]=3)=[O:12])=[C:8]([NH:21][C:22]([C@H:24]3[CH2:25][CH2:26][C@H:27]([N:30]4[CH2:34][CH2:33][CH2:32][C:31]4=[O:35])[CH2:28][CH2:29]3)=[O:23])[C:7]=2[CH:36]=1)=[O:38]. (3) Given the reactants C[C@@:2]1([O:10][CH2:9][C@H:8]([N:11]([CH2:19][C:20]2[CH:25]=[CH:24][CH:23]=[CH:22][CH:21]=2)[CH2:12][C:13]2[CH:18]=[CH:17][CH:16]=[CH:15][CH:14]=2)[CH2:7][CH2:6]1)[C:3]([OH:5])=[O:4].[CH2:12]([N:11]([CH2:19][C:20]1[CH:21]=[CH:22][CH:23]=[CH:24][CH:25]=1)[C@H:8]1[CH2:9][O:10][C@H:2]([C:3]([O:5]C)=[O:4])[CH2:6][CH2:7]1)[C:13]1[CH:14]=[CH:15][CH:16]=[CH:17][CH:18]=1.[OH-].[Na+], predict the reaction product. The product is: [CH2:19]([N:11]([CH2:12][C:13]1[CH:14]=[CH:15][CH:16]=[CH:17][CH:18]=1)[C@H:8]1[CH2:9][O:10][C@H:2]([C:3]([OH:5])=[O:4])[CH2:6][CH2:7]1)[C:20]1[CH:25]=[CH:24][CH:23]=[CH:22][CH:21]=1. (4) Given the reactants [C:1]([C:3]([C:6]1[S:7][CH:8]=[C:9]([C:11]([O:13]CC)=[O:12])[N:10]=1)([CH3:5])[CH3:4])#[N:2].O.[OH-].[Li+], predict the reaction product. The product is: [C:1]([C:3]([C:6]1[S:7][CH:8]=[C:9]([C:11]([OH:13])=[O:12])[N:10]=1)([CH3:5])[CH3:4])#[N:2]. (5) Given the reactants [CH3:1][N:2]1[C:7]2=[CH:8][NH:9][C:10]([C:11]3[CH:12]=[C:13](C=CC=3)C#N)=[C:6]2[C:5](=[O:19])[N:4]([CH3:20])[C:3]1=[O:21].I[C:23]1C=C[N:25](C)[N:24]=1, predict the reaction product. The product is: [CH3:1][N:2]1[C:7]2=[CH:8][NH:9][C:10]([C:11]3[CH:12]=[CH:13][N:24]([CH3:23])[N:25]=3)=[C:6]2[C:5](=[O:19])[N:4]([CH3:20])[C:3]1=[O:21]. (6) Given the reactants [CH3:1][O:2][C:3]([CH:5]1[CH:9]([NH2:10])[CH2:8][O:7][CH2:6]1)=[O:4].Cl.[CH3:12][C:13]1[CH:22]=[C:21]([CH2:23][O:24][C:25]2[CH:30]=[CH:29][C:28]([S:31](Cl)(=[O:33])=[O:32])=[CH:27][CH:26]=2)[C:20]2[C:15](=[CH:16][CH:17]=[CH:18][CH:19]=2)[N:14]=1.C([O-])(O)=O.[Na+], predict the reaction product. The product is: [CH3:1][O:2][C:3]([CH:5]1[CH:9]([NH:10][S:31]([C:28]2[CH:29]=[CH:30][C:25]([O:24][CH2:23][C:21]3[C:20]4[C:15](=[CH:16][CH:17]=[CH:18][CH:19]=4)[N:14]=[C:13]([CH3:12])[CH:22]=3)=[CH:26][CH:27]=2)(=[O:32])=[O:33])[CH2:8][O:7][CH2:6]1)=[O:4]. (7) Given the reactants [F:1][C:2]([F:13])([F:12])[C:3]1[N:8]=[CH:7][C:6](B(O)O)=[CH:5][CH:4]=1.Br[C:15]1[N:20]=[C:19]([CH:21]=[O:22])[C:18]([F:23])=[CH:17][CH:16]=1, predict the reaction product. The product is: [F:23][C:18]1[CH:17]=[CH:16][C:15]([C:6]2[CH:7]=[N:8][C:3]([C:2]([F:13])([F:12])[F:1])=[CH:4][CH:5]=2)=[N:20][C:19]=1[CH:21]=[O:22].